Regression/Classification. Given a drug SMILES string, predict its absorption, distribution, metabolism, or excretion properties. Task type varies by dataset: regression for continuous measurements (e.g., permeability, clearance, half-life) or binary classification for categorical outcomes (e.g., BBB penetration, CYP inhibition). Dataset: cyp2c9_veith. From a dataset of CYP2C9 inhibition data for predicting drug metabolism from PubChem BioAssay. The molecule is Cc1noc(C)c1-c1ccc2ncnc(NCc3ccccc3)c2c1. The result is 0 (non-inhibitor).